This data is from Catalyst prediction with 721,799 reactions and 888 catalyst types from USPTO. The task is: Predict which catalyst facilitates the given reaction. (1) Reactant: [N:1]1[CH:6]=[CH:5][CH:4]=[C:3]([NH:7][C:8]([C:10]2[CH:11]=[CH:12][CH:13]=[C:14]3[O:18][C:17]([NH:19][CH:20]4[CH2:25][CH2:24][NH:23][CH2:22][CH2:21]4)=[N:16][C:15]=23)=[O:9])[CH:2]=1.[CH2:26]([O:28][C:29]1[CH:30]=[C:31]([CH:34]=[CH:35][C:36]=1[O:37][CH3:38])[CH:32]=O)[CH3:27].C([BH3-])#N.[Na+].C(N(C(C)C)C(C)C)C. Product: [N:1]1[CH:6]=[CH:5][CH:4]=[C:3]([NH:7][C:8]([C:10]2[CH:11]=[CH:12][CH:13]=[C:14]3[O:18][C:17]([NH:19][CH:20]4[CH2:21][CH2:22][N:23]([CH2:32][C:31]5[CH:34]=[CH:35][C:36]([O:37][CH3:38])=[C:29]([O:28][CH2:26][CH3:27])[CH:30]=5)[CH2:24][CH2:25]4)=[N:16][C:15]=23)=[O:9])[CH:2]=1. The catalyst class is: 212. (2) Reactant: Cl[C:2]1[N:3]=[N:4][CH:5]=[C:6]([N:8]2[CH:12]=[CH:11][C:10]([I:13])=[N:9]2)[CH:7]=1.[OH:14]S(C(F)(F)F)(=O)=O.C(N([CH2:27][CH3:28])CC)C. Product: [CH2:27]([O:14][C:2]1[N:3]=[N:4][CH:5]=[C:6]([N:8]2[CH:12]=[CH:11][C:10]([I:13])=[N:9]2)[CH:7]=1)[CH3:28]. The catalyst class is: 14.